From a dataset of Reaction yield outcomes from USPTO patents with 853,638 reactions. Predict the reaction yield, written as a fraction of the theoretical maximum amount of product (1.0 means a 100% yield; for example, 0.34 means a 34% yield). (1) The reactants are [F:1][C:2]([F:28])([F:27])/[C:3](/[C:18]1[CH:23]=[C:22]([Cl:24])[C:21]([Cl:25])=[C:20]([Cl:26])[CH:19]=1)=[CH:4]/[C:5]([O:7][C@@H:8]1[CH2:13][C@H:12]([CH3:14])[CH2:11][CH2:10][C@H:9]1[CH:15]([CH3:17])[CH3:16])=[O:6].[Br:29][C:30]1[CH:35]=[C:34]([CH2:36][N+:37]#[C-:38])[CH:33]=[CH:32][C:31]=1[F:39].C1(C)C=CC=CC=1. The catalyst is [Cu-]=O.O. The product is [Br:29][C:30]1[CH:35]=[C:34]([CH:36]2[CH:4]([C:5]([O:7][C@@H:8]3[CH2:13][C@H:12]([CH3:14])[CH2:11][CH2:10][C@H:9]3[CH:15]([CH3:17])[CH3:16])=[O:6])[C:3]([C:18]3[CH:19]=[C:20]([Cl:26])[C:21]([Cl:25])=[C:22]([Cl:24])[CH:23]=3)([C:2]([F:1])([F:27])[F:28])[CH:38]=[N:37]2)[CH:33]=[CH:32][C:31]=1[F:39]. The yield is 0.703. (2) The product is [Br:28][C:29]1[CH:30]=[N:31][C:32]([N:12]2[CH2:13][CH2:14][N:9]([C:6]3[N:5]=[C:4]([CH:1]([CH3:3])[CH3:2])[O:8][N:7]=3)[CH2:10][CH2:11]2)=[C:33]([CH:36]=1)[C:34]#[N:35]. The reactants are [CH:1]([C:4]1[O:8][N:7]=[C:6]([N:9]2[CH2:14][CH2:13][NH:12][CH2:11][CH2:10]2)[N:5]=1)([CH3:3])[CH3:2].C1(C)C=CC=CC=1.C(=O)([O-])[O-].[K+].[K+].[Br:28][C:29]1[CH:30]=[N:31][C:32](Cl)=[C:33]([CH:36]=1)[C:34]#[N:35]. The yield is 0.980. The catalyst is CN(C)C=O. (3) The reactants are [Cl:1][C:2]1[N:3]=[CH:4][C:5](C(OC)=O)=[N:6][CH:7]=1.C[Mg]Br.C([O:17][CH2:18][CH3:19])C.[CH2:20](Cl)Cl.C1CCCCC1. The catalyst is O1CCCC1. The product is [Cl:1][C:2]1[N:3]=[CH:4][C:5]([C:18]([OH:17])([CH3:19])[CH3:20])=[N:6][CH:7]=1. The yield is 0.250. (4) The reactants are [F:1][C:2]([F:15])([F:14])[C:3]1[CH:4]=[C:5]([CH:10]=[CH:11][C:12]=1[CH3:13])[C:6]([O:8][CH3:9])=[O:7].[Br:16]N1C(=O)CCC1=O.C(OOCC1C=CC=CC=1)C1C=CC=CC=1. The catalyst is C(Cl)(Cl)(Cl)Cl. The product is [Br:16][CH2:13][C:12]1[CH:11]=[CH:10][C:5]([C:6]([O:8][CH3:9])=[O:7])=[CH:4][C:3]=1[C:2]([F:14])([F:15])[F:1]. The yield is 0.880. (5) The reactants are [Br:1][CH2:2][CH2:3][CH2:4][CH2:5][CH2:6][CH2:7][CH2:8][CH2:9]C=O.[CH3:12][O:13][CH:14](OC)[O:15][CH3:16].Cl. The catalyst is O1CCOCC1.C(=O)(O)[O-].[Na+].CO. The product is [Br:1][CH2:2][CH2:3][CH2:4][CH2:5][CH2:6][CH2:7][CH2:8][CH2:9][CH:14]([O:15][CH3:16])[O:13][CH3:12]. The yield is 0.970. (6) The reactants are C(N(CC)CC)C.[Cl:8][C:9]1[C:10]([N:15]2[CH:19]([C:20]([O:22][CH2:23][CH3:24])=[O:21])[CH2:18][C:17](=[O:25])[NH:16]2)=[N:11][CH:12]=[CH:13][CH:14]=1.[C:26]1([CH3:36])[CH:31]=[CH:30][C:29]([S:32](Cl)(=[O:34])=[O:33])=[CH:28][CH:27]=1. The catalyst is ClCCl.C1(C)C=CC(S(Cl)(=O)=O)=CC=1.C(N(CC)CC)C. The product is [Cl:8][C:9]1[C:10]([N:15]2[CH:19]([C:20]([O:22][CH2:23][CH3:24])=[O:21])[CH2:18][C:17]([O:25][S:32]([C:29]3[CH:30]=[CH:31][C:26]([CH3:36])=[CH:27][CH:28]=3)(=[O:34])=[O:33])=[N:16]2)=[N:11][CH:12]=[CH:13][CH:14]=1. The yield is 0.870. (7) The reactants are [CH3:1][C:2]1[CH:3]=[C:4]([CH:7]=[C:8]([CH3:10])[CH:9]=1)[CH:5]=[O:6].[Cl:11]C1C=CC=CC=1Cl. No catalyst specified. The product is [CH3:1][C:2]1[CH:3]=[C:4]([CH:7]=[C:8]([CH3:10])[CH:9]=1)[C:5]([Cl:11])=[O:6]. The yield is 0.700. (8) The reactants are [C:1]([OH:4])(=[O:3])[CH3:2].[O:5]=[CH:6][C:7]1[CH:15]=[CH:14][C:12](O)=[C:9]([O:10][CH3:11])[CH:8]=1.[N+:16]([O-])([OH:18])=[O:17]. No catalyst specified. The product is [C:1]([O:4][C:12]1[CH:14]=[CH:15][C:7]([CH:6]=[O:5])=[C:8]([N+:16]([O-:18])=[O:17])[C:9]=1[O:10][CH3:11])(=[O:3])[CH3:2]. The yield is 0.410.